This data is from Reaction yield outcomes from USPTO patents with 853,638 reactions. The task is: Predict the reaction yield, written as a fraction of the theoretical maximum amount of product (1.0 means a 100% yield; for example, 0.34 means a 34% yield). (1) The yield is 0.760. The reactants are Cl[C:2]1[N:7]=[CH:6][N:5]=[C:4]2[C:8]3[C:9](=[N:11][C:12]([N:22]4[CH2:27][CH2:26][O:25][CH2:24][CH2:23]4)=[C:13]4[CH2:18][O:17][C:16]([CH2:20][CH3:21])([CH3:19])[CH2:15][C:14]=34)[S:10][C:3]=12.[N:28]1[CH:33]=[CH:32][CH:31]=[C:30]([CH2:34][NH2:35])[CH:29]=1. The product is [CH2:20]([C:16]1([CH3:19])[O:17][CH2:18][C:13]2=[C:12]([N:22]3[CH2:27][CH2:26][O:25][CH2:24][CH2:23]3)[N:11]=[C:9]3[S:10][C:3]4[C:4](=[N:5][CH:6]=[N:7][C:2]=4[NH:35][CH2:34][C:30]4[CH:29]=[N:28][CH:33]=[CH:32][CH:31]=4)[C:8]3=[C:14]2[CH2:15]1)[CH3:21]. The catalyst is C(O)C. (2) The reactants are [Br:1][C:2]1[CH:3]=[C:4]([C:8]2[CH:12]=[C:11]([C:13]([O:15]C)=O)[N:10]([CH2:17][C:18](=O)[CH3:19])[N:9]=2)[CH:5]=[CH:6][CH:7]=1.C(OP([CH2:29][C:30]([O:32][C:33]([CH3:36])([CH3:35])[CH3:34])=[O:31])(OCC)=O)C.CC([O-])(C)C.[K+]. The catalyst is CN(C=O)C.CCOCC. The product is [Br:1][C:2]1[CH:3]=[C:4]([C:8]2[CH:12]=[C:11]3[C:13]([OH:15])=[C:29]([C:30]([O:32][C:33]([CH3:36])([CH3:35])[CH3:34])=[O:31])[C:18]([CH3:19])=[CH:17][N:10]3[N:9]=2)[CH:5]=[CH:6][CH:7]=1. The yield is 0.790. (3) The reactants are [N+:1]([C:4]1[CH:5]=[C:6]2[C:10](=[CH:11][CH:12]=1)[N:9]([S:13]([C:16]1[CH:21]=[CH:20][C:19]([CH3:22])=[CH:18][CH:17]=1)(=[O:15])=[O:14])[CH:8]=[C:7]2I)([O-:3])=[O:2]. The catalyst is CN(C=O)C.[Cu]I.C1C=CC([P]([Pd]([P](C2C=CC=CC=2)(C2C=CC=CC=2)C2C=CC=CC=2)([P](C2C=CC=CC=2)(C2C=CC=CC=2)C2C=CC=CC=2)[P](C2C=CC=CC=2)(C2C=CC=CC=2)C2C=CC=CC=2)(C2C=CC=CC=2)C2C=CC=CC=2)=CC=1. The product is [C:19]1([CH3:22])[CH:18]=[CH:17][C:16]([S:13]([N:9]2[C:10]3[C:6](=[CH:5][CH:4]=[CH:12][CH:11]=3)[C:7]([C:7]3[C:6]4[C:10](=[CH:11][CH:12]=[C:4]([N+:1]([O-:3])=[O:2])[CH:5]=4)[N:9]([S:13]([C:16]4[CH:21]=[CH:20][C:19]([CH3:22])=[CH:18][CH:17]=4)(=[O:15])=[O:14])[CH:8]=3)=[CH:8]2)(=[O:15])=[O:14])=[CH:21][CH:20]=1. The yield is 0.500. (4) The reactants are [CH3:1][O:2][C:3]1[CH:8]=[CH:7][CH:6]=[CH:5][N:4]=1.CC([O-])=O.[Na+].[Br:14]Br. The catalyst is ClCCl. The product is [Br:14][C:6]1[CH:7]=[CH:8][C:3]([O:2][CH3:1])=[N:4][CH:5]=1. The yield is 0.984.